This data is from Peptide-MHC class II binding affinity with 134,281 pairs from IEDB. The task is: Regression. Given a peptide amino acid sequence and an MHC pseudo amino acid sequence, predict their binding affinity value. This is MHC class II binding data. (1) The peptide sequence is IGEGKVTLRIRNVRF. The MHC is DRB4_0101 with pseudo-sequence DRB4_0103. The binding affinity (normalized) is 1.000. (2) The binding affinity (normalized) is 0.806. The MHC is DRB1_0701 with pseudo-sequence DRB1_0701. The peptide sequence is GERQIVDKIDAAFKI. (3) The peptide sequence is ILNTWLVKPGAGIMI. The MHC is HLA-DPA10201-DPB10101 with pseudo-sequence HLA-DPA10201-DPB10101. The binding affinity (normalized) is 0.276. (4) The peptide sequence is EAKYDAYVATLSEALRIIAG. The MHC is DRB5_0101 with pseudo-sequence DRB5_0101. The binding affinity (normalized) is 0.695. (5) The peptide sequence is TTEEQKLIEDINVGF. The MHC is DRB1_1602 with pseudo-sequence DRB1_1602. The binding affinity (normalized) is 0.168. (6) The peptide sequence is KEDIEIIPIQEEEY. The MHC is HLA-DPA10301-DPB10402 with pseudo-sequence HLA-DPA10301-DPB10402. The binding affinity (normalized) is 0.482. (7) The peptide sequence is EKKYFAATQQEPLAA. The MHC is HLA-DPA10103-DPB10601 with pseudo-sequence HLA-DPA10103-DPB10601. The binding affinity (normalized) is 0.358. (8) The peptide sequence is YTDYLTVMDRYSVDA. The MHC is DRB4_0103 with pseudo-sequence DRB4_0103. The binding affinity (normalized) is 0.552.